Dataset: CYP3A4 inhibition data for predicting drug metabolism from PubChem BioAssay. Task: Regression/Classification. Given a drug SMILES string, predict its absorption, distribution, metabolism, or excretion properties. Task type varies by dataset: regression for continuous measurements (e.g., permeability, clearance, half-life) or binary classification for categorical outcomes (e.g., BBB penetration, CYP inhibition). Dataset: cyp3a4_veith. (1) The drug is O=C(Cn1nc(C(F)F)cc1C(F)F)N/N=C/c1ccc2c(c1)OCO2. The result is 1 (inhibitor). (2) The compound is COc1ccccc1NC(=O)C(C/C=C(\C)Cl)C(C)=O. The result is 1 (inhibitor). (3) The result is 0 (non-inhibitor). The molecule is O=C(c1ccc2nc3ccc(Cl)cc3c(=O)n2c1)N1CCOCC1. (4) The drug is C[C@]12C(=O)OC(=O)[C@@]1(C)[C@@H]1CC[C@H]2O1. The result is 0 (non-inhibitor). (5) The compound is COc1ccc(C(=O)N2CCC3(CCN(C(=O)Nc4cccc(C#N)c4)CC3)CC2)cc1. The result is 1 (inhibitor). (6) The compound is CC1CN(C(=O)c2cc3c(s2)CCC3)CC(C)O1. The result is 0 (non-inhibitor). (7) The compound is COCCCNC(=O)C(=O)N/N=C/c1ccc(OCC(=O)Nc2cccc(Cl)c2C)c(OC)c1. The result is 0 (non-inhibitor).